Dataset: NCI-60 drug combinations with 297,098 pairs across 59 cell lines. Task: Regression. Given two drug SMILES strings and cell line genomic features, predict the synergy score measuring deviation from expected non-interaction effect. (1) Drug 1: C1CCN(CC1)CCOC2=CC=C(C=C2)C(=O)C3=C(SC4=C3C=CC(=C4)O)C5=CC=C(C=C5)O. Drug 2: CN1CCC(CC1)COC2=C(C=C3C(=C2)N=CN=C3NC4=C(C=C(C=C4)Br)F)OC. Cell line: OVCAR-8. Synergy scores: CSS=2.87, Synergy_ZIP=-0.379, Synergy_Bliss=-2.79, Synergy_Loewe=-6.60, Synergy_HSA=-3.72. (2) Drug 1: CC12CCC(CC1=CCC3C2CCC4(C3CC=C4C5=CN=CC=C5)C)O. Drug 2: CC1=CC=C(C=C1)C2=CC(=NN2C3=CC=C(C=C3)S(=O)(=O)N)C(F)(F)F. Cell line: ACHN. Synergy scores: CSS=7.62, Synergy_ZIP=0.189, Synergy_Bliss=5.21, Synergy_Loewe=4.84, Synergy_HSA=4.68. (3) Drug 1: CC(C)(C#N)C1=CC(=CC(=C1)CN2C=NC=N2)C(C)(C)C#N. Drug 2: CC1=C2C(C(=O)C3(C(CC4C(C3C(C(C2(C)C)(CC1OC(=O)C(C(C5=CC=CC=C5)NC(=O)OC(C)(C)C)O)O)OC(=O)C6=CC=CC=C6)(CO4)OC(=O)C)O)C)O. Cell line: RXF 393. Synergy scores: CSS=0.174, Synergy_ZIP=-0.105, Synergy_Bliss=-2.94, Synergy_Loewe=-1.75, Synergy_HSA=-3.62. (4) Drug 1: C1=CC(=C2C(=C1NCCNCCO)C(=O)C3=C(C=CC(=C3C2=O)O)O)NCCNCCO. Drug 2: C(CCl)NC(=O)N(CCCl)N=O. Cell line: HOP-62. Synergy scores: CSS=14.8, Synergy_ZIP=-6.78, Synergy_Bliss=-18.0, Synergy_Loewe=-64.8, Synergy_HSA=-20.7.